From a dataset of Retrosynthesis with 50K atom-mapped reactions and 10 reaction types from USPTO. Predict the reactants needed to synthesize the given product. Given the product O=C(O)c1cc(C(F)(F)F)nn1-c1ncccc1Cl, predict the reactants needed to synthesize it. The reactants are: CCOC(=O)c1cc(C(F)(F)F)nn1-c1ncccc1Cl.